This data is from Full USPTO retrosynthesis dataset with 1.9M reactions from patents (1976-2016). The task is: Predict the reactants needed to synthesize the given product. (1) Given the product [CH2:1]([O:4][N:5]([CH:18]1[CH2:23][N:22]([C:24]([O:26][C:27]([CH3:29])([CH3:30])[CH3:28])=[O:25])[C@H:21]([CH2:31][OH:32])[CH:20]=[C:19]1[CH2:40][C:41]([NH2:43])=[O:42])[S:6]([C:9]1[CH:14]=[CH:13][CH:12]=[CH:11][C:10]=1[N+:15]([O-:17])=[O:16])(=[O:7])=[O:8])[CH:2]=[CH2:3], predict the reactants needed to synthesize it. The reactants are: [CH2:1]([O:4][N:5]([CH:18]1[CH2:23][N:22]([C:24]([O:26][C:27]([CH3:30])([CH3:29])[CH3:28])=[O:25])[C@H:21]([CH2:31][O:32][Si](C(C)(C)C)(C)C)[CH:20]=[C:19]1[CH2:40][C:41]([NH2:43])=[O:42])[S:6]([C:9]1[CH:14]=[CH:13][CH:12]=[CH:11][C:10]=1[N+:15]([O-:17])=[O:16])(=[O:8])=[O:7])[CH:2]=[CH2:3].C(ON([C@H]1CN(C(OC(C)(C)C)=O)[C@H](CO)C=C1C)S(C1C=CC=CC=1[N+]([O-])=O)(=O)=O)C=C. (2) Given the product [CH2:1]([O:3][C:4](=[O:21])[CH2:5][N:6]([C:11]([O:13][CH2:14][C:15]1[CH:20]=[CH:19][CH:18]=[CH:17][CH:16]=1)=[O:12])[CH2:7][CH2:8][CH:9]=[N:30][C@@H:28]([C:22]1[CH:27]=[CH:26][CH:25]=[CH:24][CH:23]=1)[CH3:29])[CH3:2], predict the reactants needed to synthesize it. The reactants are: [CH2:1]([O:3][C:4](=[O:21])[CH2:5][N:6]([C:11]([O:13][CH2:14][C:15]1[CH:20]=[CH:19][CH:18]=[CH:17][CH:16]=1)=[O:12])[CH2:7][CH2:8][CH:9]=O)[CH3:2].[C:22]1([C@H:28]([NH2:30])[CH3:29])[CH:27]=[CH:26][CH:25]=[CH:24][CH:23]=1. (3) Given the product [CH3:32][N:33]([CH2:34][C:35]1[N:36]([CH3:44])[C:37]2[C:42]([CH:43]=1)=[CH:41][CH:40]=[CH:39][CH:38]=2)[C:19](=[O:21])[CH:18]=[CH:17][C:8]1[CH:7]=[N:6][C:11]2[NH:12][CH2:13][CH2:14][O:15][CH2:16][C:10]=2[CH:9]=1, predict the reactants needed to synthesize it. The reactants are: C(Cl)CCl.Cl.[N:6]1[C:11]2[NH:12][CH2:13][CH2:14][O:15][CH2:16][C:10]=2[CH:9]=[C:8]([CH:17]=[CH:18][C:19]([OH:21])=O)[CH:7]=1.C1C=CC2N(O)N=NC=2C=1.[CH3:32][NH:33][CH2:34][C:35]1[N:36]([CH3:44])[C:37]2[C:42]([CH:43]=1)=[CH:41][CH:40]=[CH:39][CH:38]=2.C(N(C(C)C)C(C)C)C. (4) Given the product [CH:9]12[CH2:10][CH:5]3[CH2:6][CH:7]([CH2:11][CH:3]([CH2:4]3)[CH:2]1[NH:1][C:12](=[O:14])[CH3:13])[CH2:8]2, predict the reactants needed to synthesize it. The reactants are: [NH2:1][CH:2]1[CH:9]2[CH2:10][CH:5]3[CH2:6][CH:7]([CH2:11][CH:3]1[CH2:4]3)[CH2:8]2.[C:12](OC(=O)C)(=[O:14])[CH3:13]. (5) Given the product [CH3:23][C:22]([CH3:25])([CH3:24])[C:21]#[C:20][C:18]1[S:17][C:16]([C:26]([O:28][CH3:29])=[O:27])=[C:15]([NH:2][C@H:3]2[CH2:8][CH2:7][CH2:6][N:5]([CH2:9][CH2:10][O:11][CH3:12])[C:4]2=[O:13])[CH:19]=1, predict the reactants needed to synthesize it. The reactants are: Cl.[NH2:2][C@H:3]1[CH2:8][CH2:7][CH2:6][N:5]([CH2:9][CH2:10][O:11][CH3:12])[C:4]1=[O:13].Br[C:15]1[CH:19]=[C:18]([C:20]#[C:21][C:22]([CH3:25])([CH3:24])[CH3:23])[S:17][C:16]=1[C:26]([O:28][CH3:29])=[O:27].C(=O)([O-])[O-].[Cs+].[Cs+].C1C=CC(P(C2C(C3C(P(C4C=CC=CC=4)C4C=CC=CC=4)=CC=C4C=3C=CC=C4)=C3C(C=CC=C3)=CC=2)C2C=CC=CC=2)=CC=1. (6) Given the product [NH2:1][C:2]1[C:7]([I:12])=[CH:6][C:5]([F:8])=[CH:4][N:3]=1, predict the reactants needed to synthesize it. The reactants are: [NH2:1][C:2]1[CH:7]=[CH:6][C:5]([F:8])=[CH:4][N:3]=1.C(O)C.[I:12]I.C(=O)([O-])[O-].[Na+].[Na+]. (7) Given the product [NH2:6][C@H:7]([C:8]([OH:10])=[O:9])[CH2:11][CH2:12][CH2:3][NH2:5], predict the reactants needed to synthesize it. The reactants are: NO[C:3]([NH2:5])=O.[NH2:6][CH:7]([CH2:11][CH2:12]N)[C:8]([OH:10])=[O:9]. (8) Given the product [CH2:37]([O:36][C:32]1[C:30]2[CH:31]=[C:27]([C:25]([NH:24][C:21]3[CH:22]=[CH:23][C:18]([C:15]4[CH:16]=[CH:17][C:12]([S:9]([C@@:4]([C:3]([OH:44])=[O:2])([CH:6]([CH3:8])[CH3:7])[NH2:5])(=[O:11])=[O:10])=[CH:13][CH:14]=4)=[CH:19][CH:20]=3)=[O:26])[O:28][C:29]=2[CH:35]=[CH:34][CH:33]=1)[C:38]1[CH:39]=[CH:40][CH:41]=[CH:42][CH:43]=1, predict the reactants needed to synthesize it. The reactants are: C[O:2][C:3](=[O:44])[C@:4]([S:9]([C:12]1[CH:17]=[CH:16][C:15]([C:18]2[CH:23]=[CH:22][C:21]([NH:24][C:25]([C:27]3[O:28][C:29]4[CH:35]=[CH:34][CH:33]=[C:32]([O:36][CH2:37][C:38]5[CH:43]=[CH:42][CH:41]=[CH:40][CH:39]=5)[C:30]=4[CH:31]=3)=[O:26])=[CH:20][CH:19]=2)=[CH:14][CH:13]=1)(=[O:11])=[O:10])([CH:6]([CH3:8])[CH3:7])[NH2:5].[Li+].[OH-].O.Cl. (9) Given the product [Cl:29][C:24]1[N:23]=[CH:22][N:21]=[C:20]2[N:16]([C:7]3[CH:8]=[CH:9][C:10]([S:12]([CH3:15])(=[O:14])=[O:13])=[CH:11][C:6]=3[O:5][CH2:4][CH2:3][N:2]([CH3:26])[CH3:1])[N:17]=[CH:18][C:19]=12, predict the reactants needed to synthesize it. The reactants are: [CH3:1][N:2]([CH3:26])[CH2:3][CH2:4][O:5][C:6]1[CH:11]=[C:10]([S:12]([CH3:15])(=[O:14])=[O:13])[CH:9]=[CH:8][C:7]=1[N:16]1[C:20]2=[N:21][CH:22]=[N:23][C:24](O)=[C:19]2[CH:18]=[N:17]1.O=P(Cl)(Cl)[Cl:29].CN(C)C1C=CC=CC=1.